Dataset: Full USPTO retrosynthesis dataset with 1.9M reactions from patents (1976-2016). Task: Predict the reactants needed to synthesize the given product. (1) Given the product [N:27]1[C:28]2[C:33](=[CH:32][CH:31]=[CH:30][CH:29]=2)[N:34]=[CH:35][C:26]=1[NH:25][C:2]1[C:11]2[C:6](=[N:7][C:8]([C:12]3[C:20]([C:21]([F:24])([F:23])[F:22])=[CH:19][C:15]([C:16]([NH2:18])=[O:17])=[CH:14][N:13]=3)=[CH:9][N:10]=2)[N:5]=[CH:4][CH:3]=1, predict the reactants needed to synthesize it. The reactants are: Cl[C:2]1[C:11]2[C:6](=[N:7][C:8]([C:12]3[C:20]([C:21]([F:24])([F:23])[F:22])=[CH:19][C:15]([C:16]([NH2:18])=[O:17])=[CH:14][N:13]=3)=[CH:9][N:10]=2)[N:5]=[CH:4][CH:3]=1.[NH2:25][C:26]1[CH:35]=[N:34][C:33]2[C:28](=[CH:29][CH:30]=[CH:31][CH:32]=2)[N:27]=1. (2) Given the product [CH3:13][N:17]([CH3:16])[C:2]1[CH:3]=[C:4]2[C:9](=[CH:10][CH:11]=1)[N:8]=[CH:7][CH2:6][C:5]2=[O:12], predict the reactants needed to synthesize it. The reactants are: N[C:2]1[CH:3]=[C:4]2[C:9](=[CH:10][CH:11]=1)[N:8]=[CH:7][CH2:6][C:5]2=[O:12].[CH2:13]=O.[BH3-][C:16]#[N:17].[Na+].Cl.